From a dataset of Catalyst prediction with 721,799 reactions and 888 catalyst types from USPTO. Predict which catalyst facilitates the given reaction. (1) Reactant: [CH:1]1[C:10]2[C:5](=[CH:6][CH:7]=[C:8]([OH:11])[CH:9]=2)[CH:4]=[CH:3][C:2]=1[OH:12].[Br:13]Br.O. Product: [Br:13][C:7]1[C:8]([OH:11])=[CH:9][C:10]2[C:5]([CH:6]=1)=[CH:4][CH:3]=[C:2]([OH:12])[CH:1]=2. The catalyst class is: 52. (2) Reactant: [CH:1]1([C:4]([OH:6])=O)[CH2:3][CH2:2]1.Cl.C(N=C=NCCCN(C)C)C.[NH2:19][C@@H:20]1[CH2:24][CH2:23][N:22]([C:25]([C:27]2[CH:28]=[C:29]([CH:42]=[CH:43][C:44]=2[F:45])[CH2:30][C:31]2[C:40]3[C:35](=[CH:36][CH:37]=[CH:38][CH:39]=3)[C:34](=[O:41])[NH:33][N:32]=2)=[O:26])[CH2:21]1. Product: [F:45][C:44]1[CH:43]=[CH:42][C:29]([CH2:30][C:31]2[C:40]3[C:35](=[CH:36][CH:37]=[CH:38][CH:39]=3)[C:34](=[O:41])[NH:33][N:32]=2)=[CH:28][C:27]=1[C:25]([N:22]1[CH2:23][CH2:24][C@@H:20]([NH:19][C:4]([CH:1]2[CH2:3][CH2:2]2)=[O:6])[CH2:21]1)=[O:26]. The catalyst class is: 119. (3) Reactant: CO.C([O:10][C:11]1[C:12]([CH3:31])=[C:13]([CH3:30])[C:14]([NH:18][C:19](=[O:29])[CH:20]([C:23]2[CH:28]=[CH:27][CH:26]=[CH:25][CH:24]=2)[CH2:21][CH3:22])=[N:15][C:16]=1[CH3:17])C1C=CC=CC=1. Product: [OH:10][C:11]1[C:12]([CH3:31])=[C:13]([CH3:30])[C:14]([NH:18][C:19](=[O:29])[CH:20]([C:23]2[CH:28]=[CH:27][CH:26]=[CH:25][CH:24]=2)[CH2:21][CH3:22])=[N:15][C:16]=1[CH3:17]. The catalyst class is: 45. (4) Reactant: [F:1][C:2]1[CH:9]=[CH:8][CH:7]=[C:6](F)[C:3]=1C=O.[N:11]1([C:17]([O:19][C:20]([CH3:23])([CH3:22])[CH3:21])=[O:18])[CH2:16][CH2:15][NH:14][CH2:13][CH2:12]1.[C:24](=[O:27])([O-])[O-].[K+].[K+]. Product: [F:1][C:2]1([CH:3]=[CH:6][CH:7]=[C:8]([N:14]2[CH2:15][CH2:16][N:11]([C:17]([O:19][C:20]([CH3:23])([CH3:22])[CH3:21])=[O:18])[CH2:12][CH2:13]2)[CH2:9]1)[CH:24]=[O:27]. The catalyst class is: 35. (5) Reactant: [Mg].II.Br[C:5]1[CH:10]=[CH:9][C:8]([CH:11]([O:15]CC)OCC)=[CH:7][CH:6]=1.[CH3:18][C:19]([S@@:22](/[N:24]=[CH:25]/[C:26]1[C:31]([C:32]([F:35])([F:34])[F:33])=[CH:30][CH:29]=[CH:28][N:27]=1)=[O:23])([CH3:21])[CH3:20].[NH4+].[Cl-]. Product: [CH:11]([C:8]1[CH:7]=[CH:6][C:5]([C@@H:25]([C:26]2[C:31]([C:32]([F:33])([F:35])[F:34])=[CH:30][CH:29]=[CH:28][N:27]=2)[NH:24][S@:22]([C:19]([CH3:21])([CH3:20])[CH3:18])=[O:23])=[CH:10][CH:9]=1)=[O:15]. The catalyst class is: 387.